From a dataset of Forward reaction prediction with 1.9M reactions from USPTO patents (1976-2016). Predict the product of the given reaction. (1) Given the reactants [OH:1][C:2]1[CH:10]=[CH:9][C:5]([C:6]([OH:8])=O)=[CH:4][CH:3]=1.[NH2:11][CH2:12][C:13]1([F:29])[CH2:18][CH2:17][N:16]([C:19]([O:21][CH2:22][C:23]2[CH:28]=[CH:27][CH:26]=[CH:25][CH:24]=2)=[O:20])[CH2:15][CH2:14]1, predict the reaction product. The product is: [F:29][C:13]1([CH2:12][NH:11][C:6](=[O:8])[C:5]2[CH:4]=[CH:3][C:2]([OH:1])=[CH:10][CH:9]=2)[CH2:14][CH2:15][N:16]([C:19]([O:21][CH2:22][C:23]2[CH:28]=[CH:27][CH:26]=[CH:25][CH:24]=2)=[O:20])[CH2:17][CH2:18]1. (2) Given the reactants [Si]([O:8][C@H:9]([C:30]1[CH:39]=[CH:38][C:37]([OH:40])=[C:36]2[C:31]=1[CH:32]=[CH:33][C:34](=[O:41])[NH:35]2)[CH2:10][NH:11][CH:12]1[CH2:17][CH2:16][N:15]([CH2:18][CH2:19][NH:20][S:21]([C:24]2[CH:29]=[CH:28][CH:27]=[CH:26][CH:25]=2)(=[O:23])=[O:22])[CH2:14][CH2:13]1)(C(C)(C)C)(C)C.F.F.F.C(N(CC)CC)C, predict the reaction product. The product is: [OH:8][C@H:9]([C:30]1[CH:39]=[CH:38][C:37]([OH:40])=[C:36]2[C:31]=1[CH:32]=[CH:33][C:34](=[O:41])[NH:35]2)[CH2:10][NH:11][CH:12]1[CH2:13][CH2:14][N:15]([CH2:18][CH2:19][NH:20][S:21]([C:24]2[CH:25]=[CH:26][CH:27]=[CH:28][CH:29]=2)(=[O:22])=[O:23])[CH2:16][CH2:17]1. (3) Given the reactants [Br:1][C:2]1[CH:7]=[CH:6][C:5]([CH:8]([CH3:14])[C:9]([O:11]CC)=[O:10])=[CH:4][CH:3]=1.[OH-].[Li+].Cl, predict the reaction product. The product is: [Br:1][C:2]1[CH:3]=[CH:4][C:5]([CH:8]([CH3:14])[C:9]([OH:11])=[O:10])=[CH:6][CH:7]=1. (4) Given the reactants Cl[C:2]1[N:7]2[CH:8]=[CH:9][N:10]=[C:6]2[CH:5]=[C:4]([C:11]2[CH:12]=[N:13][N:14]([CH3:16])[CH:15]=2)[N:3]=1.C([Si](C(C)C)(C(C)C)[N:21]1[CH:25]=[CH:24][C:23](B(O)O)=[CH:22]1)(C)C.P([O-])([O-])([O-])=O.[K+].[K+].[K+], predict the reaction product. The product is: [CH3:16][N:14]1[CH:15]=[C:11]([C:4]2[N:3]=[C:2]([C:23]3[CH:24]=[CH:25][NH:21][CH:22]=3)[N:7]3[CH:8]=[CH:9][N:10]=[C:6]3[CH:5]=2)[CH:12]=[N:13]1.